This data is from Forward reaction prediction with 1.9M reactions from USPTO patents (1976-2016). The task is: Predict the product of the given reaction. (1) The product is: [Cl:1][C:2]1[CH:3]=[C:4]2[C:8](=[CH:9][C:10]=1[Cl:11])[N:7]([CH3:19])[C:6](=[O:12])[C:5]2=[O:13]. Given the reactants [Cl:1][C:2]1[CH:3]=[C:4]2[C:8](=[CH:9][C:10]=1[Cl:11])[NH:7][C:6](=[O:12])[C:5]2=[O:13].[H-].[Na+].[H][H].I[CH3:19], predict the reaction product. (2) Given the reactants C(OC([N:8]1[CH2:12][C@@H:11]([C:13]2[CH:18]=[CH:17][CH:16]=[C:15]([CH:19]([CH3:21])[CH3:20])[CH:14]=2)[C@H:10]([CH2:22][N:23]([C:30]2[CH:35]=[CH:34][C:33]([Cl:36])=[CH:32][CH:31]=2)[C:24]2[CH:29]=[CH:28][CH:27]=[CH:26][CH:25]=2)[CH2:9]1)=O)(C)(C)C, predict the reaction product. The product is: [Cl:36][C:33]1[CH:32]=[CH:31][C:30]([N:23]([CH2:22][C@@H:10]2[C@H:11]([C:13]3[CH:18]=[CH:17][CH:16]=[C:15]([CH:19]([CH3:21])[CH3:20])[CH:14]=3)[CH2:12][NH:8][CH2:9]2)[C:24]2[CH:25]=[CH:26][CH:27]=[CH:28][CH:29]=2)=[CH:35][CH:34]=1. (3) Given the reactants [F:1][C:2]1[CH:3]=[CH:4][C:5]([CH2:8][O:9][C:10]2[CH:15]=[CH:14][N:13]([C:16]3[CH:21]=[CH:20][C:19]4[C:22]5[CH2:23][N:24](C(OC(C)(C)C)=O)[CH2:25][CH2:26][CH2:27][C:28]=5[O:29][C:18]=4[CH:17]=3)[C:12](=[O:37])[CH:11]=2)=[N:6][CH:7]=1.Cl.C([O-])(O)=O.[Na+], predict the reaction product. The product is: [F:1][C:2]1[CH:3]=[CH:4][C:5]([CH2:8][O:9][C:10]2[CH:15]=[CH:14][N:13]([C:16]3[CH:21]=[CH:20][C:19]4[C:22]5[CH2:23][NH:24][CH2:25][CH2:26][CH2:27][C:28]=5[O:29][C:18]=4[CH:17]=3)[C:12](=[O:37])[CH:11]=2)=[N:6][CH:7]=1. (4) Given the reactants [CH3:1][N:2]1[CH2:18][CH2:17][C:5]2[NH:6][C:7]3[CH:8]=[CH:9][C:10]([C:13]([O:15][CH3:16])=[O:14])=[CH:11][C:12]=3[C:4]=2[CH2:3]1.C(=O)([O-])[O-].[K+].[K+].Br[C:26]#[C:27][C:28]1[CH:33]=[CH:32][C:31]([F:34])=[CH:30][CH:29]=1, predict the reaction product. The product is: [F:34][C:31]1[CH:32]=[CH:33][C:28]([C:27]#[C:26][N:6]2[C:7]3[CH:8]=[CH:9][C:10]([C:13]([O:15][CH3:16])=[O:14])=[CH:11][C:12]=3[C:4]3[CH2:3][N:2]([CH3:1])[CH2:18][CH2:17][C:5]2=3)=[CH:29][CH:30]=1. (5) Given the reactants [NH:1]1[C:9]2[C:4](=[CH:5][CH:6]=[C:7]([CH:10]=O)[CH:8]=2)[CH:3]=[CH:2]1.[NH2:12][C:13]1[CH:14]=[C:15]([C@H:19]([OH:23])[CH2:20][C:21]#[N:22])[CH:16]=[CH:17][CH:18]=1, predict the reaction product. The product is: [NH:1]1[C:9]2[C:4](=[CH:5][CH:6]=[C:7]([CH2:10][NH:12][C:13]3[CH:14]=[C:15]([C@H:19]([OH:23])[CH2:20][C:21]#[N:22])[CH:16]=[CH:17][CH:18]=3)[CH:8]=2)[CH:3]=[CH:2]1. (6) Given the reactants [CH2:1]([O:3][C:4]([C:6]1([C:9]2[CH:14]=[CH:13][C:12]([C:15]3[CH:20]=[CH:19][C:18]([C:21]4[O:25][N:24]=[C:23]([CH3:26])[C:22]=4[CH:27]=[O:28])=[CH:17][CH:16]=3)=[CH:11][CH:10]=2)[CH2:8][CH2:7]1)=[O:5])[CH3:2].Br[C:30]1[CH:35]=[CH:34][CH:33]=[C:32]([C:36]2[CH:41]=[CH:40][CH:39]=[CH:38][CH:37]=2)[N:31]=1, predict the reaction product. The product is: [CH2:1]([O:3][C:4]([C:6]1([C:9]2[CH:10]=[CH:11][C:12]([C:15]3[CH:20]=[CH:19][C:18]([C:21]4[O:25][N:24]=[C:23]([CH3:26])[C:22]=4[CH:27]([OH:28])[C:30]4[CH:35]=[CH:34][CH:33]=[C:32]([C:36]5[CH:37]=[CH:38][CH:39]=[CH:40][CH:41]=5)[N:31]=4)=[CH:17][CH:16]=3)=[CH:13][CH:14]=2)[CH2:8][CH2:7]1)=[O:5])[CH3:2].